Dataset: Full USPTO retrosynthesis dataset with 1.9M reactions from patents (1976-2016). Task: Predict the reactants needed to synthesize the given product. (1) Given the product [CH2:16]([C:23]1[CH:24]=[C:25]([C:29](=[O:31])[CH2:30][C:1]([C:5]2[CH:10]=[C:9]([CH:11]3[CH2:15][CH2:14][CH2:13][O:12]3)[CH:8]=[CH:7][N:6]=2)=[O:3])[CH:26]=[CH:27][CH:28]=1)[C:17]1[CH:18]=[CH:19][CH:20]=[CH:21][CH:22]=1, predict the reactants needed to synthesize it. The reactants are: [C:1]([C:5]1[CH:10]=[C:9]([CH:11]2[CH2:15][CH2:14][CH2:13][O:12]2)[CH:8]=[CH:7][N:6]=1)([O:3]C)=O.[CH2:16]([C:23]1[CH:24]=[C:25]([C:29](=[O:31])[CH3:30])[CH:26]=[CH:27][CH:28]=1)[C:17]1[CH:22]=[CH:21][CH:20]=[CH:19][CH:18]=1.[O-]CC.[Na+]. (2) The reactants are: Br[C:2]1[CH:3]=[CH:4][C:5]2[N:9]=[CH:8][N:7]([C:10]3[CH:15]=[CH:14][CH:13]=[CH:12][CH:11]=3)[C:6]=2[CH:16]=1.[C:17]1([N:23]2[C:27](B(O)O)=[CH:26][CH:25]=[N:24]2)[CH:22]=[CH:21][CH:20]=[CH:19][CH:18]=1. Given the product [C:10]1([N:7]2[C:6]3[CH:16]=[C:2]([C:27]4[N:23]([C:17]5[CH:18]=[CH:19][CH:20]=[CH:21][CH:22]=5)[N:24]=[CH:25][CH:26]=4)[CH:3]=[CH:4][C:5]=3[N:9]=[CH:8]2)[CH:15]=[CH:14][CH:13]=[CH:12][CH:11]=1, predict the reactants needed to synthesize it. (3) The reactants are: [F:1][C:2]1([F:23])[CH2:6][CH2:5][N:4]([CH2:7][CH2:8][O:9][C:10]2[CH:15]=[CH:14][C:13]([NH2:16])=[CH:12][C:11]=2[C:17]2[N:18]([CH3:22])[N:19]=[CH:20][CH:21]=2)[CH2:3]1.[F:24][C:25]1[CH:33]=[CH:32][C:28]([C:29](Cl)=[O:30])=[CH:27][C:26]=1[CH3:34].C(N(CC)CC)C. Given the product [F:23][C:2]1([F:1])[CH2:6][CH2:5][N:4]([CH2:7][CH2:8][O:9][C:10]2[CH:15]=[CH:14][C:13]([NH:16][C:29](=[O:30])[C:28]3[CH:32]=[CH:33][C:25]([F:24])=[C:26]([CH3:34])[CH:27]=3)=[CH:12][C:11]=2[C:17]2[N:18]([CH3:22])[N:19]=[CH:20][CH:21]=2)[CH2:3]1, predict the reactants needed to synthesize it. (4) Given the product [CH:4]1([SiH:17]([CH:10]2[CH2:9][CH2:8]2)[CH2:18][C:22]([O:13][CH2:11][CH3:12])=[CH2:24])[CH2:1][CH2:2]1, predict the reactants needed to synthesize it. The reactants are: [C:1]([Li])([CH3:4])(C)[CH3:2].CC[CH2:8][CH2:9][CH3:10].[CH:11]([O:13]CC)=[CH2:12].Cl[SiH2:17][CH:18]([CH:22]1[CH2:24]C1)C1CC1. (5) Given the product [OH:37][CH2:36][CH2:35][O:34][C@H:31]1[CH2:32][CH2:33][C@H:28]([N:18]2[C:17](=[O:41])[C:16]([CH2:15][C:12]3[CH:13]=[CH:14][C:9]([C:4]4[C:3]([C:1]#[N:2])=[CH:8][CH:7]=[CH:6][CH:5]=4)=[CH:10][CH:11]=3)=[C:21]([CH2:22][CH2:23][CH3:24])[N:20]3[N:25]=[CH:26][CH:27]=[C:19]23)[CH2:29][CH2:30]1, predict the reactants needed to synthesize it. The reactants are: [C:1]([C:3]1[CH:8]=[CH:7][CH:6]=[CH:5][C:4]=1[C:9]1[CH:14]=[CH:13][C:12]([CH2:15][C:16]2[C:17](=[O:41])[N:18]([C@H:28]3[CH2:33][CH2:32][C@H:31]([O:34][CH2:35][C:36](OCC)=[O:37])[CH2:30][CH2:29]3)[C:19]3[N:20]([N:25]=[CH:26][CH:27]=3)[C:21]=2[CH2:22][CH2:23][CH3:24])=[CH:11][CH:10]=1)#[N:2].C(O)C.[BH4-].[Li+].[Cl-].[NH4+].